The task is: Regression/Classification. Given an antibody's heavy chain and light chain sequences, predict its developability. TAP uses regression for 5 developability metrics; SAbDab uses binary classification.. This data is from Antibody developability classification from SAbDab with 2,409 antibodies. (1) The antibody is ['QVQLVQSGAEVRKPGASVKVSCKASGYSLKDHYMVWVRQAPGQGLEWMGWINPQSGGTGYGQKFQGRVTMTRDTSTNTAYMILSSLRSDDTAVYFCARDGAKTVSNSGLSLLYYHNRLDAWGQGTMVTVSS', 'QSVLTQPPSVSAAPGQMVTISCSGSSSNIGKNYVSWYQQLPGAAPKLLIFDNNKRPSGTPDRFSGSKSGTSATLVITGLQTGDEADYYCGTPDRSLSVVFGGGTKVTVL']. Result: 0 (not developable). (2) The antibody is ['1zlv', 'PROT_0E5D8A4C']. Result: 0 (not developable). (3) The antibody is ['EVQLVESGGGLVQPGGSLRLSCAASGFNFSSSYIHWVRQAPGKGLEWVASIYSYYGSTYYADSVKGRFTISADTSKNTAYLQMNSLRAEDTAVYYCARWWQGMYEMGYGMDYWGQGTLVTVSS', 'DIQMTQSPSSLSASVGDRVTITCRASQSVSSAVAWYQQKPGKAPKLLIYSASSLYSGVPSRFSGSRSGTDFTLTISSLQPEDFATYYCQQGWANLITFGQGTKVEIK']. Result: 0 (not developable). (4) The antibody is ['EVMLVESGPGLVAPSQSLSITCTVSGFSLSDYGVSWIRQPPGKGLEWLGVIWGDGSTYYASALKFRLTISKDSSKSQVFLNMHSLQTDDSAMYYCAKHTYGGPGDSWGQGTSVTVSS', 'DIQMTQSPSSLAVSPGEKVTMSCRSSQSLFNSRTRKNYLAWYQQKPGQSPTKLIYWASTRESGVPDRFTGSGSGTDFTLTISSVQAEDLAIYYCKQSYDLPTFGAGTKLELK']. Result: 0 (not developable). (5) The antibody is ['EIQLQQSGPELVKPGASVKISCKASGYSFTDYIMLWVKQSHGKSLEWIGNINPYYGSTSYNLKFKGKATLTVDKSSSTAYMQLNSLTSEDSAVYYCARKNYYGSSLDYWGQGTTLTVSS', 'DVVMTQTPFSLPVSLGDQASISCRSSQSLVHSNGNTYLHWYLQKPGQSPKLLIYKVSNRFSGVPDRFSGSGSGTDFTLKISRVEAEDLGVYFCSQSTHVPYTFGGGTKLEIK']. Result: 0 (not developable). (6) The antibody is ['EVQLVESGGGLVKPGGSLRLSCSASGFDFDNAWMTWVRQPPGKGLEWVGRITGPGEGWSVDYAAPVEGRFTISRLNSINFLYLEMNNLRMEDSGLYFCARTGKYYDFWSGYPPGEEYFQDWGRGTLVTVSS', 'SYELTQETGVSVALGRTVTITCRGDSLRSHYASWYQKKPGQAPILLFYGKNNRPSGVPDRFSGSASGNRASLTISGAQAEDDAEYYCSSRDKSGSRLSVFGGGTKLTVL']. Result: 0 (not developable). (7) The antibody is ['EVQLQESGPRLVKPSETLSLTCTVSGGSTSSYFWNWIRQPPGKGLEWIGYIYGSGSADYNPSLKSRVTISIDTSKTQFSLKLTSVTAADTAVYYCARSGFCSDDACYRRGSWFDPWGQGTLVTVSS', 'DIQMTQSPSSLSASVGDRVTITCRASQSIDNYLNWYQQKPGKAPKLLIYAASGLQSGVPSRFSGSGSGTEFTLTVSSLHPEDFATYYCQQSYSTLTWTFGQGTKVEIK']. Result: 0 (not developable).